This data is from Forward reaction prediction with 1.9M reactions from USPTO patents (1976-2016). The task is: Predict the product of the given reaction. (1) Given the reactants Br[C:2]1[CH:15]=[CH:14][C:5]([NH:6][C:7]([O:9][C:10]([CH3:13])([CH3:12])[CH3:11])=[O:8])=[CH:4][CH:3]=1.C([Li])CCC.[S:21]1[CH2:26][CH2:25][C:24](=[O:27])[CH2:23][CH2:22]1, predict the reaction product. The product is: [OH:27][C:24]1([C:2]2[CH:15]=[CH:14][C:5]([NH:6][C:7](=[O:8])[O:9][C:10]([CH3:13])([CH3:12])[CH3:11])=[CH:4][CH:3]=2)[CH2:25][CH2:26][S:21][CH2:22][CH2:23]1. (2) The product is: [CH3:6][N:8]1[CH2:11][C:10]2([CH2:14][N:13]([CH2:15][CH2:16][OH:17])[CH2:12]2)[CH2:9]1. Given the reactants C(O[C:6]([N:8]1[CH2:11][C:10]2([CH2:14][N:13]([CH2:15][CH2:16][OH:17])[CH2:12]2)[CH2:9]1)=O)(C)(C)C.[H-].[Al+3].[Li+].[H-].[H-].[H-], predict the reaction product. (3) Given the reactants Br[C:2]1[CH:3]=[C:4]2[C:9](=[CH:10][CH:11]=1)[N:8]=[C:7]([Cl:12])[C:6]([CH2:13][OH:14])=[CH:5]2.[C:15]1([CH3:24])[CH:20]=[CH:19][CH:18]=[CH:17][C:16]=1B(O)O.C([O-])(=O)C.[K+], predict the reaction product. The product is: [Cl:12][C:7]1[C:6]([CH2:13][OH:14])=[CH:5][C:4]2[C:9](=[CH:10][CH:11]=[C:2]([C:16]3[CH:17]=[CH:18][CH:19]=[CH:20][C:15]=3[CH3:24])[CH:3]=2)[N:8]=1. (4) Given the reactants [Cl:1][C:2]1[C:7]([Cl:8])=[C:6]([C:9]([OH:18])([C:14]([F:17])([F:16])[F:15])[C:10]([F:13])([F:12])[F:11])[CH:5]=[CH:4][C:3]=1[C:19]1[S:23][C:22]([C:24]2[N:28]=[C:27]([CH2:29][C:30]([CH3:36])([CH3:35])[C:31]([O:33]C)=[O:32])[O:26][N:25]=2)=[N:21][C:20]=1[C:37]([N:39]1[CH2:44][CH2:43][CH2:42][CH2:41][C@@H:40]1[CH3:45])=[O:38].O[Li].O, predict the reaction product. The product is: [Cl:1][C:2]1[C:7]([Cl:8])=[C:6]([C:9]([OH:18])([C:14]([F:15])([F:16])[F:17])[C:10]([F:13])([F:12])[F:11])[CH:5]=[CH:4][C:3]=1[C:19]1[S:23][C:22]([C:24]2[N:28]=[C:27]([CH2:29][C:30]([CH3:36])([CH3:35])[C:31]([OH:33])=[O:32])[O:26][N:25]=2)=[N:21][C:20]=1[C:37]([N:39]1[CH2:44][CH2:43][CH2:42][CH2:41][C@@H:40]1[CH3:45])=[O:38]. (5) The product is: [ClH:49].[ClH:49].[NH2:20][C@H:21]([CH2:26][C:27]1[CH:32]=[C:31]([F:33])[C:30]([F:34])=[CH:29][C:28]=1[F:35])[CH2:22][C:23]([N:9]1[CH2:8][CH2:7][N:6]2[CH:11]=[C:3]([C:2]([F:12])([F:1])[F:13])[N:4]=[C:5]2[CH2:10]1)=[O:24]. Given the reactants [F:1][C:2]([F:13])([F:12])[C:3]1[N:4]=[C:5]2[CH2:10][NH:9][CH2:8][CH2:7][N:6]2[CH:11]=1.CC(C)(OC([NH:20][C@H:21]([CH2:26][C:27]1[CH:32]=[C:31]([F:33])[C:30]([F:34])=[CH:29][C:28]=1[F:35])[CH2:22][C:23](O)=[O:24])=O)C.C1C=CC2N(O)N=NC=2C=1.C(Cl)C[Cl:49], predict the reaction product. (6) Given the reactants [CH2:1]([O:8][C:9]1[C:14]([CH2:15][NH:16][CH2:17][CH2:18][O:19][C:20]2[C:30]([Br:31])=[CH:29][C:28]([O:32]S(C)(=O)=O)=[C:27]([CH3:37])[C:21]=2[C:22]([O:24]CC)=O)=[C:13]([CH3:38])[CH:12]=[C:11]([CH3:39])[N:10]=1)[C:2]1[CH:7]=[CH:6][CH:5]=[CH:4][CH:3]=1.[OH-].[Na+].Cl.[CH:43](N(CC)C(C)C)([CH3:45])[CH3:44].C(=O)([O-])[O-].[Cs+].[Cs+].IC(C)C, predict the reaction product. The product is: [CH2:1]([O:8][C:9]1[C:14]([CH2:15][N:16]2[C:22](=[O:24])[C:21]3[C:27]([CH3:37])=[C:28]([O:32][CH:43]([CH3:45])[CH3:44])[CH:29]=[C:30]([Br:31])[C:20]=3[O:19][CH2:18][CH2:17]2)=[C:13]([CH3:38])[CH:12]=[C:11]([CH3:39])[N:10]=1)[C:2]1[CH:3]=[CH:4][CH:5]=[CH:6][CH:7]=1.